This data is from Forward reaction prediction with 1.9M reactions from USPTO patents (1976-2016). The task is: Predict the product of the given reaction. (1) The product is: [CH2:1]([O:3][C:4]([CH:6]1[CH2:11][NH:10][C:9]2[CH:12]=[C:13]([Cl:16])[C:14]([Br:17])=[CH:15][C:8]=2[O:7]1)=[O:5])[CH3:2]. Given the reactants [CH2:1]([O:3][C:4]([CH:6]1[CH2:11][NH:10][C:9]2[CH:12]=[C:13]([Cl:16])[CH:14]=[CH:15][C:8]=2[O:7]1)=[O:5])[CH3:2].[Br:17]Br, predict the reaction product. (2) Given the reactants C[CH2:2][O:3]C(C1N(C(OC(C)(C)C)=O)C2=NC=C(OC(=O)C3C=CC=CC=3)C=C2C=1)=O.[C:31]([O:35][C:36]([N:38]1[CH2:50][C@@H:49]([CH3:51])[N:48]2[C@H:40]([CH2:41][C:42]3[C:47]2=[N:46][C:45]([C@@H:52]([O:54][CH3:55])[CH3:53])=[C:44](Br)[CH:43]=3)[CH2:39]1)=[O:37])([CH3:34])([CH3:33])[CH3:32], predict the reaction product. The product is: [C:31]([O:35][C:36]([N:38]1[CH2:50][C@@H:49]([CH3:51])[N:48]2[C@H:40]([CH2:41][C:42]3[C:47]2=[N:46][C:45]([C@@H:52]([O:54][CH3:55])[CH3:53])=[C:44]([CH:2]=[O:3])[CH:43]=3)[CH2:39]1)=[O:37])([CH3:34])([CH3:33])[CH3:32]. (3) Given the reactants [CH:1]([N:4]1[CH2:9][CH2:8][N:7]([C:10]([CH:12]2[CH2:17][CH2:16][NH:15][CH2:14][CH2:13]2)=[O:11])[CH2:6][CH2:5]1)([CH3:3])[CH3:2].[Cl:18][C:19]1[CH:24]=[CH:23][C:22]([C:25]#[N:26])=[CH:21][N:20]=1.C(=O)([O-])[O-].[K+].[K+].C(=O)([O-])O.[Na+], predict the reaction product. The product is: [ClH:18].[CH:1]([N:4]1[CH2:9][CH2:8][N:7]([C:10]([CH:12]2[CH2:13][CH2:14][N:15]([C:19]3[CH:24]=[CH:23][C:22]([C:25]#[N:26])=[CH:21][N:20]=3)[CH2:16][CH2:17]2)=[O:11])[CH2:6][CH2:5]1)([CH3:3])[CH3:2]. (4) Given the reactants Br[C:2]1[CH:7]=[CH:6][C:5]([F:8])=[CH:4][CH:3]=1.[Cl:9][C:10]1[CH:16]=[C:15]([F:17])[CH:14]=[CH:13][C:11]=1[NH2:12].CC(C)([O-])C.[K+].Cl.C(=O)([O-])[O-].[Na+].[Na+], predict the reaction product. The product is: [Cl:9][C:10]1[CH:16]=[C:15]([F:17])[CH:14]=[CH:13][C:11]=1[NH:12][C:2]1[CH:7]=[CH:6][C:5]([F:8])=[CH:4][CH:3]=1. (5) Given the reactants C([NH:5][C:6]1[CH:11]=[C:10]([C:12]2[C:13]([C:19]3[C:20]([F:40])=[C:21]([N:25](COC)[S:26]([C:29]4[CH:34]=[C:33]([F:35])[CH:32]=[CH:31][C:30]=4[F:36])(=[O:28])=[O:27])[CH:22]=[CH:23][CH:24]=3)=[N:14][N:15]([CH2:17][CH3:18])[CH:16]=2)[CH:9]=[CH:8][N:7]=1)(C)(C)C.C(O)(C(F)(F)F)=O.O, predict the reaction product. The product is: [NH2:5][C:6]1[CH:11]=[C:10]([C:12]2[C:13]([C:19]3[C:20]([F:40])=[C:21]([NH:25][S:26]([C:29]4[CH:34]=[C:33]([F:35])[CH:32]=[CH:31][C:30]=4[F:36])(=[O:28])=[O:27])[CH:22]=[CH:23][CH:24]=3)=[N:14][N:15]([CH2:17][CH3:18])[CH:16]=2)[CH:9]=[CH:8][N:7]=1.